This data is from Forward reaction prediction with 1.9M reactions from USPTO patents (1976-2016). The task is: Predict the product of the given reaction. (1) Given the reactants C([NH:8][C@@H:9]1[CH2:14][CH2:13][C@H:12]([NH:15][C:16]2[N+:17]([O-])=[CH:18][CH:19]=[C:20]([N:22]([CH3:24])[CH3:23])[CH:21]=2)[CH2:11][CH2:10]1)C1C=CC=CC=1, predict the reaction product. The product is: [NH2:8][C@@H:9]1[CH2:10][CH2:11][C@H:12]([NH:15][C:16]2[CH:21]=[C:20]([N:22]([CH3:24])[CH3:23])[CH:19]=[CH:18][N:17]=2)[CH2:13][CH2:14]1. (2) Given the reactants I[CH3:2].[Cl:3][C:4]1[CH:9]=[CH:8][C:7]([CH:10]([C:29]2[N:30]=[CH:31][NH:32][CH:33]=2)[C:11]2[CH:12]=[C:13]3[C:18](=[CH:19][CH:20]=2)[N:17]([CH3:21])[C:16](=[O:22])[CH:15]=[C:14]3[C:23]2[CH:28]=[CH:27][CH:26]=[CH:25][CH:24]=2)=[CH:6][CH:5]=1.O, predict the reaction product. The product is: [Cl:3][C:4]1[CH:9]=[CH:8][C:7]([CH:10]([C:29]2[N:30]=[CH:31][N:32]([CH3:2])[CH:33]=2)[C:11]2[CH:12]=[C:13]3[C:18](=[CH:19][CH:20]=2)[N:17]([CH3:21])[C:16](=[O:22])[CH:15]=[C:14]3[C:23]2[CH:28]=[CH:27][CH:26]=[CH:25][CH:24]=2)=[CH:6][CH:5]=1. (3) Given the reactants [CH3:1][C:2]1[CH:7]=[CH:6][N:5]=[CH:4][C:3]=1[N:8]1[CH2:12][CH2:11][NH:10][C:9]1=[O:13].Cl[C:15]1[O:16][C:17]2[CH:23]=[CH:22][CH:21]=[CH:20][C:18]=2[N:19]=1.N[C@@H]1CCCC[C@H]1N.C(=O)([O-])[O-].[K+].[K+], predict the reaction product. The product is: [O:16]1[C:17]2[CH:23]=[CH:22][CH:21]=[CH:20][C:18]=2[N:19]=[C:15]1[N:10]1[CH2:11][CH2:12][N:8]([C:3]2[CH:4]=[N:5][CH:6]=[CH:7][C:2]=2[CH3:1])[C:9]1=[O:13]. (4) Given the reactants [CH:1]([C:4]1[CH:12]=[C:7]2[CH:8]=[CH:9][CH:10]=[CH:11][N:6]2[N:5]=1)([CH3:3])[CH3:2].[C:13](O[C:13](=[O:16])[CH2:14][CH3:15])(=[O:16])[CH2:14][CH3:15].C([O-])([O-])=O.[K+].[K+], predict the reaction product. The product is: [CH:1]([C:4]1[C:12]([C:13](=[O:16])[CH2:14][CH3:15])=[C:7]2[CH:8]=[CH:9][CH:10]=[CH:11][N:6]2[N:5]=1)([CH3:3])[CH3:2].